Dataset: Full USPTO retrosynthesis dataset with 1.9M reactions from patents (1976-2016). Task: Predict the reactants needed to synthesize the given product. (1) Given the product [Cl:1][C:2]1[CH:31]=[C:30]([Cl:32])[CH:29]=[CH:28][C:3]=1[CH2:4][N:5]1[CH2:9][C@H:8]([C:10]2[CH:14]=[CH:13][S:12][CH:11]=2)[C@@H:7]([CH2:15][N:16]2[CH2:21][CH2:20][CH:19]([CH2:22][O:23][CH2:24][CH2:25][CH2:26][NH:27][S:34]([CH3:33])(=[O:36])=[O:35])[CH2:18][CH2:17]2)[CH2:6]1, predict the reactants needed to synthesize it. The reactants are: [Cl:1][C:2]1[CH:31]=[C:30]([Cl:32])[CH:29]=[CH:28][C:3]=1[CH2:4][N:5]1[CH2:9][C@H:8]([C:10]2[CH:14]=[CH:13][S:12][CH:11]=2)[C@@H:7]([CH2:15][N:16]2[CH2:21][CH2:20][CH:19]([CH2:22][O:23][CH2:24][CH2:25][CH2:26][NH2:27])[CH2:18][CH2:17]2)[CH2:6]1.[CH3:33][S:34](Cl)(=[O:36])=[O:35].C(N(C(C)C)CC)(C)C. (2) Given the product [Br:12][C:10]1[CH:11]=[C:2]([NH:1][CH2:29][C:25]2[CH:24]=[N:23][CH:28]=[CH:27][CH:26]=2)[CH:3]=[C:4]2[C:9]=1[N:8]=[CH:7][C:6]([C:13]#[N:14])=[C:5]2[NH:15][C:16]1[CH:21]=[CH:20][CH:19]=[C:18]([Cl:22])[CH:17]=1, predict the reactants needed to synthesize it. The reactants are: [NH2:1][C:2]1[CH:3]=[C:4]2[C:9](=[C:10]([Br:12])[CH:11]=1)[N:8]=[CH:7][C:6]([C:13]#[N:14])=[C:5]2[NH:15][C:16]1[CH:21]=[CH:20][CH:19]=[C:18]([Cl:22])[CH:17]=1.[N:23]1[CH:28]=[CH:27][CH:26]=[C:25]([CH:29]=O)[CH:24]=1.[BH3-]C#N.[Na+]. (3) Given the product [CH3:61][C:57]1([CH3:62])[CH2:56][CH:55]([CH2:54][CH2:53][CH2:52][CH2:51][N:44]2[C:43]([O:47][CH3:48])=[N:42][C:41]3[C:45]2=[N:46][C:38]([O:37][C@@H:33]([CH3:32])[CH2:34][CH2:35][CH3:36])=[N:39][C:40]=3[NH2:49])[CH2:60][CH2:59][O:58]1, predict the reactants needed to synthesize it. The reactants are: C(NC1N=C2C(N=C(OC)N2CC[C@@H]2CCOC2)=C(N)N=1)CCC.FC(F)(F)C(O)=O.[CH3:32][C@H:33]([O:37][C:38]1[NH:39][C:40]([NH2:49])=[C:41]2[C:45]([N:46]=1)=[N:44][C:43]([O:47][CH3:48])=[N:42]2)[CH2:34][CH2:35][CH3:36].Br[CH2:51][CH2:52][CH2:53][CH2:54][CH:55]1[CH2:60][CH2:59][O:58][C:57]([CH3:62])([CH3:61])[CH2:56]1. (4) Given the product [C:1]([O:5][C:6]([N:8]1[CH2:13][CH2:12][N:11]([CH2:23][C:22]#[CH:21])[CH2:10][CH2:9]1)=[O:7])([CH3:4])([CH3:2])[CH3:3], predict the reactants needed to synthesize it. The reactants are: [C:1]([O:5][C:6]([N:8]1[CH2:13][CH2:12][NH:11][CH2:10][CH2:9]1)=[O:7])([CH3:4])([CH3:3])[CH3:2].C([O-])([O-])=O.[Na+].[Na+].Br[CH2:21][C:22]#[CH:23].